Predict the product of the given reaction. From a dataset of Forward reaction prediction with 1.9M reactions from USPTO patents (1976-2016). Given the reactants O[CH2:2][C:3]1[CH:8]=[CH:7][C:6]([I:9])=[CH:5][C:4]=1[OH:10].[BrH:11].[C:12]1([P:18]([C:25]2[CH:30]=[CH:29][CH:28]=[CH:27][CH:26]=2)[C:19]2[CH:24]=[CH:23][CH:22]=[CH:21][CH:20]=2)[CH:17]=[CH:16][CH:15]=[CH:14][CH:13]=1, predict the reaction product. The product is: [Br-:11].[OH:10][C:4]1[CH:5]=[C:6]([I:9])[CH:7]=[CH:8][C:3]=1[CH2:2][P+:18]([C:19]1[CH:20]=[CH:21][CH:22]=[CH:23][CH:24]=1)([C:25]1[CH:30]=[CH:29][CH:28]=[CH:27][CH:26]=1)[C:12]1[CH:13]=[CH:14][CH:15]=[CH:16][CH:17]=1.